This data is from Merck oncology drug combination screen with 23,052 pairs across 39 cell lines. The task is: Regression. Given two drug SMILES strings and cell line genomic features, predict the synergy score measuring deviation from expected non-interaction effect. (1) Drug 1: O=S1(=O)NC2(CN1CC(F)(F)F)C1CCC2Cc2cc(C=CCN3CCC(C(F)(F)F)CC3)ccc2C1. Drug 2: NC(=O)c1cccc2cn(-c3ccc(C4CCCNC4)cc3)nc12. Cell line: SKOV3. Synergy scores: synergy=25.4. (2) Drug 1: COC12C(COC(N)=O)C3=C(C(=O)C(C)=C(N)C3=O)N1CC1NC12. Drug 2: NC(=O)c1cccc2cn(-c3ccc(C4CCCNC4)cc3)nc12. Cell line: NCIH23. Synergy scores: synergy=-0.0303. (3) Drug 1: CCC1(O)C(=O)OCc2c1cc1n(c2=O)Cc2cc3c(CN(C)C)c(O)ccc3nc2-1. Drug 2: Cn1c(=O)n(-c2ccc(C(C)(C)C#N)cc2)c2c3cc(-c4cnc5ccccc5c4)ccc3ncc21. Cell line: NCIH23. Synergy scores: synergy=1.79. (4) Drug 1: COc1cccc2c1C(=O)c1c(O)c3c(c(O)c1C2=O)CC(O)(C(=O)CO)CC3OC1CC(N)C(O)C(C)O1. Drug 2: CC1(c2nc3c(C(N)=O)cccc3[nH]2)CCCN1. Cell line: OV90. Synergy scores: synergy=-6.71.